Dataset: Reaction yield outcomes from USPTO patents with 853,638 reactions. Task: Predict the reaction yield, written as a fraction of the theoretical maximum amount of product (1.0 means a 100% yield; for example, 0.34 means a 34% yield). (1) The reactants are C(OC([N:8]1[CH2:13][CH2:12][CH:11]([N:14]2[C:23]3[C:18](=[CH:19][C:20]([Cl:24])=[CH:21][CH:22]=3)[CH2:17][NH:16][C:15]2=[O:25])[CH2:10][CH2:9]1)=O)(C)(C)C.C(O)(C(F)(F)F)=O.C(Cl)Cl. No catalyst specified. The product is [Cl:24][C:20]1[CH:19]=[C:18]2[C:23](=[CH:22][CH:21]=1)[N:14]([CH:11]1[CH2:10][CH2:9][NH:8][CH2:13][CH2:12]1)[C:15](=[O:25])[NH:16][CH2:17]2. The yield is 0.970. (2) The reactants are [OH:1][C@H:2]1[C@@H:6]([CH2:7][O:8][C:9]([C:22]2[CH:27]=[CH:26][CH:25]=[CH:24][CH:23]=2)([C:16]2[CH:21]=[CH:20][CH:19]=[CH:18][CH:17]=2)[C:10]2[CH:15]=[CH:14][CH:13]=[CH:12][CH:11]=2)[O:5][C@@H:4]([N:28]2[CH:33]=[C:32]([CH3:34])[C:31](=[O:35])[NH:30][C:29]2=[O:36])[CH2:3]1.[N:37]([CH2:40][CH2:41][CH2:42][S:43](Cl)(=[O:45])=[O:44])=[N+:38]=[N-:39]. The catalyst is N1C=CC=CC=1.FC(F)(F)S([O-])(=O)=O.[Ag+]. The product is [N:37]([CH2:40][CH2:41][CH2:42][S:43]([O:1][C@@H:2]1[CH2:3][C@H:4]([N:28]2[CH:33]=[C:32]([CH3:34])[C:31](=[O:35])[NH:30][C:29]2=[O:36])[O:5][C@@H:6]1[CH2:7][O:8][C:9]([C:16]1[CH:21]=[CH:20][CH:19]=[CH:18][CH:17]=1)([C:22]1[CH:23]=[CH:24][CH:25]=[CH:26][CH:27]=1)[C:10]1[CH:15]=[CH:14][CH:13]=[CH:12][CH:11]=1)(=[O:45])=[O:44])=[N+:38]=[N-:39]. The yield is 0.850. (3) The reactants are [C:1]([Si:5]([CH3:8])([CH3:7])Cl)([CH3:4])([CH3:3])[CH3:2].[OH:9][C:10]1[CH:11]=[C:12]([CH:15]=[CH:16][CH:17]=1)[CH:13]=[O:14].N1C=CN=C1. The catalyst is C(Cl)(Cl)Cl. The product is [Si:5]([O:9][C:10]1[CH:11]=[C:12]([CH:15]=[CH:16][CH:17]=1)[CH:13]=[O:14])([C:1]([CH3:4])([CH3:3])[CH3:2])([CH3:8])[CH3:7]. The yield is 0.540. (4) The reactants are C(Cl)CCl.C1C=CC2N(O)N=[N:11][C:9]=2C=1.[NH2:15][CH2:16][C:17]1[C:18]([F:34])=[C:19]([O:24][C:25]2[CH:26]=[C:27]([CH:30]=[C:31]([Cl:33])[CH:32]=2)C#N)[C:20]([Cl:23])=[CH:21][CH:22]=1.[NH:35]1[CH:39]=[N:38][C:37]([C:40]([OH:42])=O)=[N:36]1. The catalyst is CN(C=O)C. The product is [Cl:23][C:20]1[CH:21]=[CH:22][C:17]([CH2:16][NH:15][C:40]([C:37]2[N:38]=[CH:39][NH:35][N:36]=2)=[O:42])=[C:18]([F:34])[C:19]=1[O:24][C:25]1[C:26]([C:9]#[N:11])=[CH:27][CH:30]=[C:31]([Cl:33])[CH:32]=1. The yield is 0.390. (5) The reactants are [CH3:1][C:2]1[S:6][C:5]([C:7]2([CH2:13][NH2:14])[CH2:12][CH2:11][O:10][CH2:9][CH2:8]2)=[N:4][C:3]=1[C:15]1[CH:20]=[CH:19][CH:18]=[CH:17][CH:16]=1.[F:21][C:22]([F:38])([F:37])[C:23]1[O:27][N:26]=[C:25]([C:28]2[CH:29]=[C:30]([CH:34]=[CH:35][CH:36]=2)[C:31](O)=[O:32])[N:24]=1. No catalyst specified. The product is [CH3:1][C:2]1[S:6][C:5]([C:7]2([CH2:13][NH:14][C:31](=[O:32])[C:30]3[CH:34]=[CH:35][CH:36]=[C:28]([C:25]4[N:24]=[C:23]([C:22]([F:38])([F:37])[F:21])[O:27][N:26]=4)[CH:29]=3)[CH2:12][CH2:11][O:10][CH2:9][CH2:8]2)=[N:4][C:3]=1[C:15]1[CH:20]=[CH:19][CH:18]=[CH:17][CH:16]=1. The yield is 0.890. (6) The reactants are [F:1][C:2]([F:34])([F:33])[C:3]1[CH:4]=[C:5]([CH:26]=[C:27]([C:29]([F:32])([F:31])[F:30])[CH:28]=1)[C:6]([N:8]1[CH2:25][CH2:24][C:11]2([O:16][C:15](=[O:17])[NH:14][CH2:13][CH:12]2[C:18]2[CH:23]=[CH:22][CH:21]=[CH:20][CH:19]=2)[CH2:10][CH2:9]1)=[O:7].CN1C[CH2:39][CH2:38][C:37]1=[O:41].[H-].[Na+].BrCCCO[Si](C(C)(C)C)(C)C.C([O-])(O)=O.[Na+]. No catalyst specified. The product is [F:34][C:2]([F:33])([F:1])[C:3]1[CH:4]=[C:5]([CH:26]=[C:27]([C:29]([F:32])([F:31])[F:30])[CH:28]=1)[C:6]([N:8]1[CH2:25][CH2:24][C:11]2([O:16][C:15](=[O:17])[N:14]([CH2:39][CH2:38][CH2:37][OH:41])[CH2:13][CH:12]2[C:18]2[CH:23]=[CH:22][CH:21]=[CH:20][CH:19]=2)[CH2:10][CH2:9]1)=[O:7]. The yield is 0.500. (7) The reactants are C(OC([N:8]([CH2:29][CH:30]1[CH2:32][CH2:31]1)/[N:9]=[C:10](\[S:16][CH2:17][CH2:18][CH2:19][CH2:20][CH2:21][CH2:22][CH2:23][CH2:24][CH2:25][CH2:26][CH2:27][CH3:28])/[C:11]([O:13][CH2:14][CH3:15])=[O:12])=O)(C)(C)C.Cl.C(=O)([O-])O.[Na+]. The catalyst is O1CCOCC1. The product is [CH:30]1([CH2:29][NH:8]/[N:9]=[C:10](/[S:16][CH2:17][CH2:18][CH2:19][CH2:20][CH2:21][CH2:22][CH2:23][CH2:24][CH2:25][CH2:26][CH2:27][CH3:28])\[C:11]([O:13][CH2:14][CH3:15])=[O:12])[CH2:32][CH2:31]1.[CH:30]1([CH2:29][NH:8]/[N:9]=[C:10](\[S:16][CH2:17][CH2:18][CH2:19][CH2:20][CH2:21][CH2:22][CH2:23][CH2:24][CH2:25][CH2:26][CH2:27][CH3:28])/[C:11]([O:13][CH2:14][CH3:15])=[O:12])[CH2:32][CH2:31]1. The yield is 0.160.